The task is: Predict the reaction yield, written as a fraction of the theoretical maximum amount of product (1.0 means a 100% yield; for example, 0.34 means a 34% yield).. This data is from Reaction yield outcomes from USPTO patents with 853,638 reactions. (1) The reactants are [NH2:1][CH:2]([CH2:13][O:14][CH:15]([F:17])[F:16])[C:3]([NH:5][CH2:6][C:7]1[CH:12]=[CH:11][CH:10]=[CH:9][CH:8]=1)=[O:4].C(N(CC)CC)C.[C:25](OC(=O)C)(=[O:27])[CH3:26]. The catalyst is C1COCC1.C(OCC)(=O)C. The product is [C:25]([NH:1][CH:2]([CH2:13][O:14][CH:15]([F:16])[F:17])[C:3]([NH:5][CH2:6][C:7]1[CH:12]=[CH:11][CH:10]=[CH:9][CH:8]=1)=[O:4])(=[O:27])[CH3:26]. The yield is 0.590. (2) The reactants are [Br:1][C:2]1[CH:7]=[CH:6][C:5]([OH:8])=[C:4]([F:9])[CH:3]=1.[C:10]([O:14][C:15]([N:17]1[CH2:23][CH2:22][CH2:21][C@H:18]1[CH2:19]O)=[O:16])([CH3:13])([CH3:12])[CH3:11].C1C=CC(P(C2C=CC=CC=2)C2C=CC=CC=2)=CC=1.CC(OC(/N=N/C(OC(C)C)=O)=O)C. The catalyst is C1COCC1. The product is [Br:1][C:2]1[CH:7]=[CH:6][C:5]([O:8][CH2:19][CH:18]2[CH2:21][CH2:22][CH2:23][N:17]2[C:15]([O:14][C:10]([CH3:11])([CH3:13])[CH3:12])=[O:16])=[C:4]([F:9])[CH:3]=1. The yield is 0.730. (3) The reactants are [C:1]([O:5][C:6]([NH:8][C@@H:9]([CH2:14][CH:15]([CH3:17])[CH3:16])[C:10](=[O:13])[CH2:11][Cl:12])=[O:7])([CH3:4])([CH3:3])[CH3:2].C(O)=O.C(N(CC)CC)C. The catalyst is C(OCC)(=O)C.C1(C)C=CC(S(N[C@@H](C2C=CC=CC=2)[C@H](C2C=CC=CC=2)N)(=O)=O)=CC=1.Cl[Rh+]C1(C)C(C)=C(C)C(C)=C1C. The product is [C:1]([O:5][C:6]([NH:8][C@@H:9]([CH2:14][CH:15]([CH3:17])[CH3:16])[C@H:10]([OH:13])[CH2:11][Cl:12])=[O:7])([CH3:4])([CH3:3])[CH3:2]. The yield is 0.964. (4) The reactants are [CH3:1][C:2]1[N:6]([C:7]2[CH:12]=[CH:11][C:10]([N+:13]([O-])=O)=[CH:9][CH:8]=2)[N:5]=[C:4]([C:16]([N:18]2[CH2:23][CH2:22][N:21]([CH3:24])[CH2:20][CH2:19]2)=[O:17])[N:3]=1.[H][H]. The catalyst is CO.[Pd]. The product is [NH2:13][C:10]1[CH:9]=[CH:8][C:7]([N:6]2[C:2]([CH3:1])=[N:3][C:4]([C:16]([N:18]3[CH2:23][CH2:22][N:21]([CH3:24])[CH2:20][CH2:19]3)=[O:17])=[N:5]2)=[CH:12][CH:11]=1. The yield is 0.960.